From a dataset of Full USPTO retrosynthesis dataset with 1.9M reactions from patents (1976-2016). Predict the reactants needed to synthesize the given product. (1) Given the product [F:15][C:16]1([F:22])[CH2:19][CH:18]([CH2:20][O:1][C:2]2[N:6]([C:7]3[CH:12]=[C:11]([C:13]#[N:14])[CH:10]=[CH:9][N:8]=3)[N:5]=[CH:4][CH:3]=2)[CH2:17]1, predict the reactants needed to synthesize it. The reactants are: [OH:1][C:2]1[N:6]([C:7]2[CH:12]=[C:11]([C:13]#[N:14])[CH:10]=[CH:9][N:8]=2)[N:5]=[CH:4][CH:3]=1.[F:15][C:16]1([F:22])[CH2:19][CH:18]([CH2:20]O)[CH2:17]1. (2) Given the product [N+:17]([C:20]1[CH:28]=[CH:27][CH:26]=[CH:25][C:21]=1[C:22]([NH:1][C:2]1[CH:16]=[CH:15][CH:14]=[CH:13][C:3]=1[C:4]([NH:6][CH2:7][CH2:8][CH2:9][C:10]([OH:12])=[O:11])=[O:5])=[O:23])([O-:19])=[O:18], predict the reactants needed to synthesize it. The reactants are: [NH2:1][C:2]1[CH:16]=[CH:15][CH:14]=[CH:13][C:3]=1[C:4]([NH:6][CH2:7][CH2:8][CH2:9][C:10]([OH:12])=[O:11])=[O:5].[N+:17]([C:20]1[CH:28]=[CH:27][CH:26]=[CH:25][C:21]=1[C:22](Cl)=[O:23])([O-:19])=[O:18].[OH-].[Na+].Cl. (3) Given the product [C:18]([C:10]1[C:11]2[C:16](=[CH:15][CH:14]=[C:13]([C:31]3[CH:30]=[CH:29][C:28]([N:25]4[CH2:24][CH2:23][O:22][CH2:27][CH2:26]4)=[CH:33][CH:32]=3)[CH:12]=2)[N:8]([CH2:7][C:6]([O:5][C:1]([CH3:4])([CH3:3])[CH3:2])=[O:21])[N:9]=1)(=[O:20])[NH2:19], predict the reactants needed to synthesize it. The reactants are: [C:1]([O:5][C:6](=[O:21])[CH2:7][N:8]1[C:16]2[C:11](=[CH:12][C:13](Br)=[CH:14][CH:15]=2)[C:10]([C:18](=[O:20])[NH2:19])=[N:9]1)([CH3:4])([CH3:3])[CH3:2].[O:22]1[CH2:27][CH2:26][N:25]([C:28]2[CH:33]=[CH:32][C:31](B(O)O)=[CH:30][CH:29]=2)[CH2:24][CH2:23]1.C(=O)([O-])[O-].[Cs+].[Cs+].CN(C=O)C. (4) Given the product [ClH:32].[N:11]1([C:3]2[CH:4]=[CH:5][C:10]3[C:1](=[CH:6][CH:7]=[CH:8][CH:9]=3)[N:2]=2)[CH2:12][CH2:13][NH:14][CH2:15][CH2:16]1, predict the reactants needed to synthesize it. The reactants are: [CH:1]1[C:10]2[C:5](=[CH:6][CH:7]=[CH:8][CH:9]=2)[CH:4]=[C:3]([N:11]2[CH2:16][CH2:15][N:14](C(OC(C)(C)C)=O)[CH2:13][CH2:12]2)[N:2]=1.FC(F)(F)C(O)=O.C(Cl)[Cl:32]. (5) Given the product [NH2:1][C:2]1[N:3]=[CH:4][C:5]2[CH:10]=[CH:9][N:8]([C@@H:11]3[O:17][C@H:16]([CH2:18][OH:19])[C@@H:14]([OH:15])[C@@:12]3([CH3:20])[OH:13])[C:6]=2[N:7]=1, predict the reactants needed to synthesize it. The reactants are: [NH2:1][C:2]1[N:3]=[C:4](Cl)[C:5]2[CH:10]=[CH:9][N:8]([CH:11]3[O:17][C@H:16]([CH2:18][OH:19])[C@@H:14]([OH:15])[C@@:12]3([CH3:20])[OH:13])[C:6]=2[N:7]=1. (6) Given the product [OH:8][C:9]1[C:14](=[O:15])[C:13]([CH:16]([O:21][CH3:22])[C:17]([F:18])([F:19])[F:20])=[CH:12][NH:11][C:10]=1[CH3:23], predict the reactants needed to synthesize it. The reactants are: C([O:8][C:9]1[C:14](=[O:15])[C:13]([CH:16]([O:21][CH3:22])[C:17]([F:20])([F:19])[F:18])=[CH:12][NH:11][C:10]=1[CH3:23])C1C=CC=CC=1.